This data is from Full USPTO retrosynthesis dataset with 1.9M reactions from patents (1976-2016). The task is: Predict the reactants needed to synthesize the given product. (1) The reactants are: I[C:2]1[CH:7]=[C:6]([N+:8]([O-:10])=[O:9])[C:5]([C:11]([F:14])([F:13])[F:12])=[CH:4][C:3]=1[NH:15][S:16]([CH3:19])(=[O:18])=[O:17].[CH2:20]([S:22][CH2:23][C:24]([O:28][CH3:29])([CH3:27])[C:25]#[CH:26])[CH3:21]. Given the product [CH2:20]([S:22][CH2:23][C:24]([C:25]1[N:15]([S:16]([CH3:19])(=[O:18])=[O:17])[C:3]2[C:2]([CH:26]=1)=[CH:7][C:6]([N+:8]([O-:10])=[O:9])=[C:5]([C:11]([F:14])([F:13])[F:12])[CH:4]=2)([O:28][CH3:29])[CH3:27])[CH3:21], predict the reactants needed to synthesize it. (2) Given the product [CH:1]1([C:4]23[O:5][CH2:6][C:7]([CH2:12][OH:13])([CH2:8][O:9]2)[CH2:10][O:11]3)[CH2:3][CH2:2][CH2:14]1, predict the reactants needed to synthesize it. The reactants are: [CH:1]1([C:4]23[O:11][CH2:10][C:7]([CH2:12][OH:13])([CH2:8][O:9]2)[CH2:6][O:5]3)[CH2:3][CH2:2]1.[CH:14]1(C#N)CCC1. (3) Given the product [F:21][C:22]1[CH:23]=[CH:24][C:25]([C:28]([C:30]2[CH:35]=[CH:34][C:33]([OH:36])=[CH:32][CH:31]=2)=[CH:15][C:16]([O:18][CH2:19][CH3:20])=[O:17])=[CH:26][CH:27]=1, predict the reactants needed to synthesize it. The reactants are: C[Si](C)(C)[N-][Si](C)(C)C.[Li+].C[Si]([CH2:15][C:16]([O:18][CH2:19][CH3:20])=[O:17])(C)C.[F:21][C:22]1[CH:27]=[CH:26][C:25]([C:28]([C:30]2[CH:35]=[CH:34][C:33]([OH:36])=[CH:32][CH:31]=2)=O)=[CH:24][CH:23]=1. (4) Given the product [NH2:12][C:11]1[C:2]([F:1])=[C:3]([C:8]([F:15])=[CH:9][CH:10]=1)[C:4]([O:6][CH3:7])=[O:5], predict the reactants needed to synthesize it. The reactants are: [F:1][C:2]1[C:11]([N+:12]([O-])=O)=[CH:10][CH:9]=[C:8]([F:15])[C:3]=1[C:4]([O:6][CH3:7])=[O:5]. (5) The reactants are: [F:1][C:2]1[CH:3]=[C:4]([C:8]2[S:9][C:10]([NH:14][C:15](=[O:21])[CH:16]([CH3:20])[CH2:17][S:18][CH3:19])=[C:11]([CH3:13])[N:12]=2)[CH:5]=[N:6][CH:7]=1.[N:22]#[C:23][NH2:24].IC1C=CC=C(CC([O-])=[O:34])C=1CC([O-])=O. Given the product [C:23]([N:24]=[S:18]([CH2:17][CH:16]([CH3:20])[C:15]([NH:14][C:10]1[S:9][C:8]([C:4]2[CH:5]=[N:6][CH:7]=[C:2]([F:1])[CH:3]=2)=[N:12][C:11]=1[CH3:13])=[O:21])([CH3:19])=[O:34])#[N:22], predict the reactants needed to synthesize it. (6) Given the product [CH:1]1([C:7]2[CH:45]=[CH:44][C:10]([CH2:11][N:12]([C:33]3[CH:34]=[CH:35][C:36]([OH:43])=[C:37]([CH:42]=3)[C:38]([OH:40])=[O:39])[C:13](=[O:32])[CH2:14][N:15]([CH3:31])[S:16]([C:19]3[CH:24]=[CH:23][C:22]([C:25]4[CH:30]=[CH:29][CH:28]=[CH:27][CH:26]=4)=[CH:21][CH:20]=3)(=[O:17])=[O:18])=[CH:9][CH:8]=2)[CH2:6][CH2:5][CH2:4][CH2:3][CH2:2]1, predict the reactants needed to synthesize it. The reactants are: [CH:1]1([C:7]2[CH:45]=[CH:44][C:10]([CH2:11][N:12]([C:33]3[CH:34]=[CH:35][C:36]([OH:43])=[C:37]([CH:42]=3)[C:38]([O:40]C)=[O:39])[C:13](=[O:32])[CH2:14][N:15]([CH3:31])[S:16]([C:19]3[CH:24]=[CH:23][C:22]([C:25]4[CH:30]=[CH:29][CH:28]=[CH:27][CH:26]=4)=[CH:21][CH:20]=3)(=[O:18])=[O:17])=[CH:9][CH:8]=2)[CH2:6][CH2:5][CH2:4][CH2:3][CH2:2]1.C(N(C1C=CC(O)=C(C=1)C(O)=O)C(=O)CN(CC1C=CC=CC=1)S(C1C=CC(C)=CC=1)(=O)=O)C1C=CC=CC=1.C(#N)C.